From a dataset of NCI-60 drug combinations with 297,098 pairs across 59 cell lines. Regression. Given two drug SMILES strings and cell line genomic features, predict the synergy score measuring deviation from expected non-interaction effect. Drug 1: CN1C(=O)N2C=NC(=C2N=N1)C(=O)N. Drug 2: C1CNP(=O)(OC1)N(CCCl)CCCl. Cell line: MALME-3M. Synergy scores: CSS=-2.55, Synergy_ZIP=0.435, Synergy_Bliss=-0.425, Synergy_Loewe=-2.49, Synergy_HSA=-1.64.